Dataset: Peptide-MHC class I binding affinity with 185,985 pairs from IEDB/IMGT. Task: Regression. Given a peptide amino acid sequence and an MHC pseudo amino acid sequence, predict their binding affinity value. This is MHC class I binding data. (1) The peptide sequence is APPPQRAAM. The MHC is HLA-A02:06 with pseudo-sequence HLA-A02:06. The binding affinity (normalized) is 0.137. (2) The peptide sequence is TAFTIPSI. The MHC is HLA-A33:01 with pseudo-sequence HLA-A33:01. The binding affinity (normalized) is 0. (3) The peptide sequence is GLYNRHRGR. The MHC is HLA-B18:01 with pseudo-sequence HLA-B18:01. The binding affinity (normalized) is 0.0847. (4) The peptide sequence is VAMAHADAL. The MHC is H-2-Kb with pseudo-sequence H-2-Kb. The binding affinity (normalized) is 0.411. (5) The peptide sequence is SDYLELDTI. The MHC is Mamu-A01 with pseudo-sequence Mamu-A01. The binding affinity (normalized) is 0.